From a dataset of Reaction yield outcomes from USPTO patents with 853,638 reactions. Predict the reaction yield, written as a fraction of the theoretical maximum amount of product (1.0 means a 100% yield; for example, 0.34 means a 34% yield). The product is [Cl:50][C:51]1[N:55]([CH2:56][CH2:57][CH2:58][OH:59])[N:54]=[CH:53][C:52]=1[C:60]1[N:65]=[C:64]([C:66](=[O:69])[NH:67][CH3:68])[C:63]([NH:70][C:71]2[C:76]([C:77]([F:78])([F:79])[F:80])=[CH:75][N:74]=[C:73]([NH:81][C:82]3[CH:96]=[CH:95][C:85]([CH2:86][P:87](=[O:91])([OH:94])[O:88][CH2:89][CH3:90])=[CH:84][C:83]=3[O:97][CH3:98])[N:72]=2)=[CH:62][CH:61]=1. No catalyst specified. The yield is 0.830. The reactants are C(N(CC)C(C1C=C(C2C=NN(CCCO)C=2)C=CC=1NC1C(C(F)(F)F)=CN=C(NC2C=CC(CP(=O)(O)OCC)=CC=2OC)N=1)=O)C.[Cl:50][C:51]1[N:55]([CH2:56][CH2:57][CH2:58][OH:59])[N:54]=[CH:53][C:52]=1[C:60]1[N:65]=[C:64]([C:66](=[O:69])[NH:67][CH3:68])[C:63]([NH:70][C:71]2[C:76]([C:77]([F:80])([F:79])[F:78])=[CH:75][N:74]=[C:73]([NH:81][C:82]3[CH:96]=[CH:95][C:85]([CH2:86][P:87](=[O:94])([O:91]CC)[O:88][CH2:89][CH3:90])=[CH:84][C:83]=3[O:97][CH3:98])[N:72]=2)=[CH:62][CH:61]=1.